From a dataset of CYP3A4 inhibition data for predicting drug metabolism from PubChem BioAssay. Regression/Classification. Given a drug SMILES string, predict its absorption, distribution, metabolism, or excretion properties. Task type varies by dataset: regression for continuous measurements (e.g., permeability, clearance, half-life) or binary classification for categorical outcomes (e.g., BBB penetration, CYP inhibition). Dataset: cyp3a4_veith. (1) The compound is Cc1ccc2c(c1)N(CCC(=O)NCCCOC(C)C)C(=O)C(C)O2. The result is 1 (inhibitor). (2) The drug is CN(C)Cc1ccccc1-c1nccc(NC2CC2)n1. The result is 1 (inhibitor). (3) The molecule is Cn1c(=O)c(C(=O)c2nn[nH]n2)c(O)c2ccc(Cl)cc21. The result is 0 (non-inhibitor). (4) The compound is NS(=O)(=O)c1cc2c(cc1C(F)(F)F)NCNS2(=O)=O. The result is 0 (non-inhibitor). (5) The drug is Cc1nc(-n2nnc3cc(C)c(C)cc32)c2c3c(sc2n1)CCCC3. The result is 1 (inhibitor). (6) The drug is CNc1ncncc1-c1ccccc1C(F)(F)F. The result is 1 (inhibitor). (7) The compound is Cc1ccc(CNC(=O)CCNS(=O)(=O)c2ccc3c(c2)c(=O)n(C)c(=O)n3C)cc1. The result is 1 (inhibitor).